From a dataset of Reaction yield outcomes from USPTO patents with 853,638 reactions. Predict the reaction yield, written as a fraction of the theoretical maximum amount of product (1.0 means a 100% yield; for example, 0.34 means a 34% yield). (1) The reactants are [Cl:1][C:2]1[CH:3]=[C:4]([C:12]2[N:16]=[C:15]([C:17]3[CH:22]=[CH:21][C:20]([C:23]([NH:26][CH2:27][CH2:28][C:29]([O:31]C)=[O:30])([CH3:25])[CH3:24])=[CH:19][CH:18]=3)[O:14][N:13]=2)[CH:5]=[CH:6][C:7]=1[O:8][CH:9]([CH3:11])[CH3:10].[OH-].[Na+].C(O)(=O)C.Cl. The product is [Cl:1][C:2]1[CH:3]=[C:4]([C:12]2[N:16]=[C:15]([C:17]3[CH:22]=[CH:21][C:20]([C:23]([NH:26][CH2:27][CH2:28][C:29]([OH:31])=[O:30])([CH3:25])[CH3:24])=[CH:19][CH:18]=3)[O:14][N:13]=2)[CH:5]=[CH:6][C:7]=1[O:8][CH:9]([CH3:11])[CH3:10]. The catalyst is C(O)C.CCOCC.C(Cl)Cl. The yield is 0.706. (2) The reactants are [F:1][C:2]1[CH:7]=[CH:6][CH:5]=[CH:4][C:3]=1[N:8]1[C:16]2[C:11](=[C:12]([N:17]3[CH2:22][CH2:21][CH2:20][NH:19][C:18]3=[O:23])[CH:13]=[CH:14][CH:15]=2)[CH:10]=[N:9]1.[H-].[Na+].Cl[CH2:27][C:28]1[O:29][C:30]([CH3:34])=[C:31]([CH3:33])[N:32]=1. The catalyst is O1CCCC1.[I-].C([N+](CCCC)(CCCC)CCCC)CCC. The product is [CH3:33][C:31]1[N:32]=[C:28]([CH2:27][N:19]2[CH2:20][CH2:21][CH2:22][N:17]([C:12]3[CH:13]=[CH:14][CH:15]=[C:16]4[C:11]=3[CH:10]=[N:9][N:8]4[C:3]3[CH:4]=[CH:5][CH:6]=[CH:7][C:2]=3[F:1])[C:18]2=[O:23])[O:29][C:30]=1[CH3:34]. The yield is 0.630. (3) The reactants are [Cl:1][C:2]1[CH:3]=[C:4]2[C:9](=[CH:10][CH:11]=1)[C:8](=[O:12])[N:7]([CH3:13])[C:6]([CH2:14][N:15]1[C:23](=[O:24])[C:22]3[C:17](=[CH:18][CH:19]=[CH:20][CH:21]=3)[C:16]1=[O:25])=[C:5]2[C:26]1[CH:31]=[CH:30][C:29]([O:32]C)=[CH:28][CH:27]=1.B(Br)(Br)Br.O. The catalyst is ClCCl. The product is [Cl:1][C:2]1[CH:3]=[C:4]2[C:9](=[CH:10][CH:11]=1)[C:8](=[O:12])[N:7]([CH3:13])[C:6]([CH2:14][N:15]1[C:16](=[O:25])[C:17]3[C:22](=[CH:21][CH:20]=[CH:19][CH:18]=3)[C:23]1=[O:24])=[C:5]2[C:26]1[CH:27]=[CH:28][C:29]([OH:32])=[CH:30][CH:31]=1. The yield is 0.943. (4) The reactants are [ClH:1].[Cl:2][C:3]1[CH:4]=[C:5]2[C:10](=[CH:11][CH:12]=1)[CH:9]=[C:8]([S:13]([CH2:16][C@@H:17]([NH:36]C(=O)OC(C)(C)C)[C:18]([N:20]1[CH2:25][CH2:24][CH:23]([N:26]3[CH2:30][C:29]4=[CH:31][N:32]=[C:33]([CH3:34])[N:28]4[C:27]3=[O:35])[CH2:22][CH2:21]1)=[O:19])(=[O:15])=[O:14])[CH:7]=[CH:6]2. The yield is 0.770. The product is [ClH:2].[ClH:1].[NH2:36][C@H:17]([CH2:16][S:13]([C:8]1[CH:7]=[CH:6][C:5]2[C:10](=[CH:11][CH:12]=[C:3]([Cl:2])[CH:4]=2)[CH:9]=1)(=[O:14])=[O:15])[C:18]([N:20]1[CH2:21][CH2:22][CH:23]([N:26]2[CH2:30][C:29]3=[CH:31][N:32]=[C:33]([CH3:34])[N:28]3[C:27]2=[O:35])[CH2:24][CH2:25]1)=[O:19]. The catalyst is C(O)C.CO. (5) The reactants are [Br:1][C:2]1[N:6]2[CH2:7][CH2:8][CH2:9][N:10]([C:12]([O:14][C:15]([CH3:18])([CH3:17])[CH3:16])=[O:13])[CH2:11][C:5]2=[C:4]([C:19](O)=[O:20])[N:3]=1.[CH3:22][NH:23][C:24](=[O:31])[C@H:25]([CH2:27][CH:28]([CH3:30])[CH3:29])[NH2:26].CCN(C(C)C)C(C)C.CN(C(ON1N=NC2C=CC=CC1=2)=[N+](C)C)C.[B-](F)(F)(F)F. The catalyst is CN(C=O)C. The product is [Br:1][C:2]1[N:6]2[CH2:7][CH2:8][CH2:9][N:10]([C:12]([O:14][C:15]([CH3:17])([CH3:18])[CH3:16])=[O:13])[CH2:11][C:5]2=[C:4]([C:19](=[O:20])[NH:26][C@@H:25]([CH2:27][CH:28]([CH3:30])[CH3:29])[C:24]([NH:23][CH3:22])=[O:31])[N:3]=1. The yield is 0.510.